The task is: Predict the product of the given reaction.. This data is from Forward reaction prediction with 1.9M reactions from USPTO patents (1976-2016). (1) Given the reactants [F:1][C:2]1[CH:3]=[C:4]([CH:16]2[CH2:21][CH2:20][O:19][CH2:18][CH2:17]2)[C:5]([O:8][CH:9]2[CH2:12][CH:11]([C:13](O)=[O:14])[CH2:10]2)=[N:6][CH:7]=1.CN([CH:25]=[O:26])C.[CH2:27]([N:29](CC)CC)C, predict the reaction product. The product is: [CH3:25][O:26][N:29]([CH3:27])[C:13]([CH:11]1[CH2:10][CH:9]([O:8][C:5]2[C:4]([CH:16]3[CH2:17][CH2:18][O:19][CH2:20][CH2:21]3)=[CH:3][C:2]([F:1])=[CH:7][N:6]=2)[CH2:12]1)=[O:14]. (2) Given the reactants [NH2:1][C:2]1[N:6]([C:7]2[CH:8]=[N:9][CH:10]=[N:11][CH:12]=2)[N:5]=[CH:4][C:3]=1[C:13]([NH:15][CH3:16])=[O:14].[C:17]1(C)C=CC(S(O)(=O)=O)=CC=1.C(OCC)(OCC)OCC, predict the reaction product. The product is: [CH3:16][N:15]1[C:13](=[O:14])[C:3]2[CH:4]=[N:5][N:6]([C:7]3[CH:12]=[N:11][CH:10]=[N:9][CH:8]=3)[C:2]=2[N:1]=[CH:17]1. (3) Given the reactants FC1C=C(F)C=CC=1C1C=C(CN2C(=O)C3=CC=CC=C3C2=O)C(=O)N(CC(C)C)N=1.[C:32]([C:35]1[C:36](=[O:53])[N:37]([CH2:49][CH:50]2[CH2:52][CH2:51]2)[N:38]=[C:39]([C:41]2[CH:46]=[CH:45][C:44]([S:47][CH3:48])=[CH:43][CH:42]=2)[CH:40]=1)(O)=[O:33], predict the reaction product. The product is: [CH:50]1([CH2:49][N:37]2[C:36](=[O:53])[C:35]([CH2:32][OH:33])=[CH:40][C:39]([C:41]3[CH:46]=[CH:45][C:44]([S:47][CH3:48])=[CH:43][CH:42]=3)=[N:38]2)[CH2:52][CH2:51]1.